Dataset: Forward reaction prediction with 1.9M reactions from USPTO patents (1976-2016). Task: Predict the product of the given reaction. (1) Given the reactants C1(C2CC(O)C3C(=CC=C(O)C=3)O2)C=CC=CC=1.[F:19][C:20]1[CH:21]=[C:22]([CH:27]2[CH2:36][C:35](=[O:37])[C:34]3[C:29](=[CH:30][CH:31]=[C:32]([OH:38])[CH:33]=3)[O:28]2)[CH:23]=[C:24]([F:26])[CH:25]=1, predict the reaction product. The product is: [F:19][C:20]1[CH:21]=[C:22]([CH:27]2[CH2:36][CH:35]([OH:37])[C:34]3[C:29](=[CH:30][CH:31]=[C:32]([OH:38])[CH:33]=3)[O:28]2)[CH:23]=[C:24]([F:26])[CH:25]=1. (2) The product is: [CH3:2][O:9][C:7](=[O:8])[CH2:6][C:4]([CH:13]1[CH2:14][CH2:15][CH2:16]1)=[O:5]. Given the reactants C[C:2]1(C)[O:9][C:7](=[O:8])[CH2:6][C:4](=[O:5])O1.N1[CH:16]=[CH:15][CH:14]=[CH:13]C=1.C1([ClH]C(Cl)=O)CCC1, predict the reaction product. (3) Given the reactants Br[C:2]1[N:7]=[N:6][C:5]([NH2:8])=[N:4][C:3]=1[C:9]1[CH:14]=[CH:13][CH:12]=[CH:11][CH:10]=1.[CH3:15][O:16][C:17]1[CH:18]=[C:19](B(O)O)[CH:20]=[C:21]([O:23][CH3:24])[CH:22]=1, predict the reaction product. The product is: [CH3:15][O:16][C:17]1[CH:18]=[C:19]([C:2]2[N:7]=[N:6][C:5]([NH2:8])=[N:4][C:3]=2[C:9]2[CH:14]=[CH:13][CH:12]=[CH:11][CH:10]=2)[CH:20]=[C:21]([O:23][CH3:24])[CH:22]=1. (4) The product is: [CH3:18][C:12]([N:7]1[CH:8]=[C:4]([N+:1]([O-:3])=[O:2])[N:5]=[CH:6]1)([CH3:19])[C:13]([O:15][CH2:16][CH3:17])=[O:14]. Given the reactants [N+:1]([C:4]1[N:5]=[CH:6][NH:7][CH:8]=1)([O-:3])=[O:2].[H-].[Na+].Br[C:12]([CH3:19])([CH3:18])[C:13]([O:15][CH2:16][CH3:17])=[O:14].O, predict the reaction product. (5) Given the reactants [CH:1]1[CH:2]=[CH:3][C:4]([C:7]([C:30]([NH2:32])=[O:31])([C@H:14]2[CH2:18][N:17]([CH2:19][CH2:20][C:21]3[CH:22]=[CH:23][C:24]4[O:29][CH2:28][CH2:27][C:25]=4[CH:26]=3)[CH2:16][CH2:15]2)[C:8]2[CH:9]=[CH:10][CH:11]=[CH:12][CH:13]=2)=[CH:5][CH:6]=1.[Br-:33].C(C(C(C(O)=O)O)O)(O)=O.C(C([C@@H]1CCNC1)(C1C=CC=CC=1)C1C=CC=CC=1)(=O)N.C(C1CC2C=CC=CC=2O1)C, predict the reaction product. The product is: [CH:11]1[CH:12]=[CH:13][C:8]([C:7]([C:30]([NH2:32])=[O:31])([C@H:14]2[CH2:18][N:17]([CH2:19][CH2:20][C:21]3[CH:22]=[CH:23][C:24]4[O:29][CH2:28][CH2:27][C:25]=4[CH:26]=3)[CH2:16][CH2:15]2)[C:4]2[CH:3]=[CH:2][CH:1]=[CH:6][CH:5]=2)=[CH:9][CH:10]=1.[BrH:33].